This data is from Catalyst prediction with 721,799 reactions and 888 catalyst types from USPTO. The task is: Predict which catalyst facilitates the given reaction. Reactant: CS(C)=O.F[C:6]1[CH:7]=[C:8]([CH:11]=[CH:12][CH:13]=1)[C:9]#[N:10].[OH:14][CH:15]1[CH2:20][CH2:19][NH:18][CH2:17][CH2:16]1. Product: [OH:14][CH:15]1[CH2:20][CH2:19][N:18]([C:6]2[CH:7]=[C:8]([CH:11]=[CH:12][CH:13]=2)[C:9]#[N:10])[CH2:17][CH2:16]1. The catalyst class is: 6.